This data is from Full USPTO retrosynthesis dataset with 1.9M reactions from patents (1976-2016). The task is: Predict the reactants needed to synthesize the given product. (1) The reactants are: [NH2:1][C:2]1[N:3]([CH3:18])[C:4](=[O:17])[C:5]2([N:16]=1)[C:14]1[C:9](=[CH:10][CH:11]=[C:12](Br)[CH:13]=1)[CH2:8][CH2:7][CH2:6]2.[Cl:19][C:20]1[CH:21]=[C:22](B(O)O)[CH:23]=[N:24][CH:25]=1.O1CCOCC1.C([O-])([O-])=O.[Na+].[Na+]. Given the product [NH2:1][C:2]1[N:3]([CH3:18])[C:4](=[O:17])[C:5]2([N:16]=1)[C:14]1[C:9](=[CH:10][CH:11]=[C:12]([C:22]3[CH:23]=[N:24][CH:25]=[C:20]([Cl:19])[CH:21]=3)[CH:13]=1)[CH2:8][CH2:7][CH2:6]2, predict the reactants needed to synthesize it. (2) Given the product [Cl:7][C:8]1[C:13]([O:14][C:15]2[N:16]=[CH:17][CH:18]=[CH:19][N:20]=2)=[CH:12][C:11]([N:21]2[C:25](=[O:26])[N:24]([CH2:29][CH2:30][CH2:31][F:32])[N:23]=[N:22]2)=[C:10]([F:27])[CH:9]=1, predict the reactants needed to synthesize it. The reactants are: C(=O)([O-])[O-].[K+].[K+].[Cl:7][C:8]1[C:13]([O:14][C:15]2[N:20]=[CH:19][CH:18]=[CH:17][N:16]=2)=[CH:12][C:11]([N:21]2[C:25](=[O:26])[NH:24][N:23]=[N:22]2)=[C:10]([F:27])[CH:9]=1.Br[CH2:29][CH2:30][CH2:31][F:32]. (3) Given the product [OH:7][CH2:6][C@H:5]([NH:8][C:9]([C:11]1[CH:35]=[CH:34][C:14]2[N:15]([CH3:33])[C:16]([NH:18][C:19]3[S:20][C:21]4[CH:27]=[C:26]([O:28][C:29]([F:30])([F:31])[F:32])[CH:25]=[CH:24][C:22]=4[N:23]=3)=[N:17][C:13]=2[CH:12]=1)=[O:10])[C:4]([OH:36])=[O:3], predict the reactants needed to synthesize it. The reactants are: C([O:3][C:4](=[O:36])[C@@H:5]([NH:8][C:9]([C:11]1[CH:35]=[CH:34][C:14]2[N:15]([CH3:33])[C:16]([NH:18][C:19]3[S:20][C:21]4[CH:27]=[C:26]([O:28][C:29]([F:32])([F:31])[F:30])[CH:25]=[CH:24][C:22]=4[N:23]=3)=[N:17][C:13]=2[CH:12]=1)=[O:10])[CH2:6][OH:7])C.[OH-].[Li+].